Dataset: NCI-60 drug combinations with 297,098 pairs across 59 cell lines. Task: Regression. Given two drug SMILES strings and cell line genomic features, predict the synergy score measuring deviation from expected non-interaction effect. (1) Drug 1: CC1=CC2C(CCC3(C2CCC3(C(=O)C)OC(=O)C)C)C4(C1=CC(=O)CC4)C. Drug 2: COC1=C2C(=CC3=C1OC=C3)C=CC(=O)O2. Cell line: EKVX. Synergy scores: CSS=6.38, Synergy_ZIP=-2.11, Synergy_Bliss=2.34, Synergy_Loewe=1.95, Synergy_HSA=2.54. (2) Drug 1: CCC(=C(C1=CC=CC=C1)C2=CC=C(C=C2)OCCN(C)C)C3=CC=CC=C3.C(C(=O)O)C(CC(=O)O)(C(=O)O)O. Drug 2: CC1=C(C(=CC=C1)Cl)NC(=O)C2=CN=C(S2)NC3=CC(=NC(=N3)C)N4CCN(CC4)CCO. Cell line: SF-295. Synergy scores: CSS=4.59, Synergy_ZIP=-0.594, Synergy_Bliss=1.01, Synergy_Loewe=-1.86, Synergy_HSA=-0.245. (3) Drug 1: CCC1(CC2CC(C3=C(CCN(C2)C1)C4=CC=CC=C4N3)(C5=C(C=C6C(=C5)C78CCN9C7C(C=CC9)(C(C(C8N6C=O)(C(=O)OC)O)OC(=O)C)CC)OC)C(=O)OC)O.OS(=O)(=O)O. Drug 2: CC1=C(C(CCC1)(C)C)C=CC(=CC=CC(=CC(=O)O)C)C. Cell line: MALME-3M. Synergy scores: CSS=23.0, Synergy_ZIP=-9.03, Synergy_Bliss=-3.37, Synergy_Loewe=1.97, Synergy_HSA=2.85.